From a dataset of NCI-60 drug combinations with 297,098 pairs across 59 cell lines. Regression. Given two drug SMILES strings and cell line genomic features, predict the synergy score measuring deviation from expected non-interaction effect. Drug 1: C1=NC2=C(N1)C(=S)N=C(N2)N. Drug 2: CC1C(C(=O)NC(C(=O)N2CCCC2C(=O)N(CC(=O)N(C(C(=O)O1)C(C)C)C)C)C(C)C)NC(=O)C3=C4C(=C(C=C3)C)OC5=C(C(=O)C(=C(C5=N4)C(=O)NC6C(OC(=O)C(N(C(=O)CN(C(=O)C7CCCN7C(=O)C(NC6=O)C(C)C)C)C)C(C)C)C)N)C. Cell line: SR. Synergy scores: CSS=85.1, Synergy_ZIP=16.5, Synergy_Bliss=14.5, Synergy_Loewe=-10.6, Synergy_HSA=18.5.